From a dataset of CYP1A2 inhibition data for predicting drug metabolism from PubChem BioAssay. Regression/Classification. Given a drug SMILES string, predict its absorption, distribution, metabolism, or excretion properties. Task type varies by dataset: regression for continuous measurements (e.g., permeability, clearance, half-life) or binary classification for categorical outcomes (e.g., BBB penetration, CYP inhibition). Dataset: cyp1a2_veith. (1) The molecule is C=CCOC(=O)C1=C(C)NC(SCC(=O)Nc2nccs2)=C(C#N)C1c1ccc(Cl)cc1. The result is 1 (inhibitor). (2) The molecule is COC(=O)C1=C(C)[C@@H](O)[C@@H](C)[C@H](c2c(OC)c(OC)c(C)c(OC)c2OC)O1. The result is 0 (non-inhibitor). (3) The compound is COc1ccccc1-c1nnc2n1N=C(c1ccc(O)c(O)c1)CS2. The result is 1 (inhibitor). (4) The compound is CN(C)C(=O)c1ccc(-c2nc(Nc3ccc(F)cc3)c3ccccc3n2)cc1. The result is 1 (inhibitor). (5) The result is 1 (inhibitor). The molecule is Cc1cccc(N/C(=N\S(=O)(=O)c2ccccc2)C(F)(F)F)c1.